This data is from Experimentally validated miRNA-target interactions with 360,000+ pairs, plus equal number of negative samples. The task is: Binary Classification. Given a miRNA mature sequence and a target amino acid sequence, predict their likelihood of interaction. (1) Result: 1 (interaction). The protein sequence of the target gene is MGEDDAALRASGRGLSDPWADSVGVRPRTTERHIAVHKRLVLAFAVSIVALLAVTMLAVLLSLRFDECGASAAMPGTDGGLGGFPERDSNSSFPGSARRNHHAGGESSQRESGEVGTPGTPSAQPPSEEEREQWQPWTQLRLSGHLKPLHYNLMLTAFMENFTFSGEVNVEIACRNATRYVVLHASRVAVEKVQVAEDRAFGAVPVAGFFLYPQTQVLVVVLNRTLDAQRHYNLKIIYNALIENELLGFFRSSYVIHGERRFLGVTQFSPTHARKAFPCFDEPIYKATFKISIKHQATYL.... The miRNA is mmu-miR-541-5p with sequence AAGGGAUUCUGAUGUUGGUCACACU. (2) The miRNA is mmu-miR-450b-5p with sequence UUUUGCAGUAUGUUCCUGAAUA. The protein sequence of the target gene is MLSARTMKEVVYWSPKKVADWLLENAMPEYCEPLEHFTGQDLINLTQEDFKKPPLYRVSSDNGQRLLDMIETLKMEHHMEAHKNGHANGHLSIGVDIPNPDGSFSIKTKPNGMPNGFRKEMIKIPMPEPERSQYPMEWGKTFLAFLYALSCFVLTTVMISVVHERVPPKEVQPPLPDTFFDHFNRVQWAFSICEINGMILVGLWLFQWLLLKYKSIISRRFFCIVGTLYLYRCITMYVTTLPVPGMHFNCSPKLFGDWEAQVRRIMKLIAGGGLSITGSHNMCGDYLYSGHTVMLTLTYL.... Result: 1 (interaction).